This data is from Forward reaction prediction with 1.9M reactions from USPTO patents (1976-2016). The task is: Predict the product of the given reaction. (1) Given the reactants [Cl:1][C:2]1[CH:7]=[CH:6][C:5]([NH2:8])=[C:4]([NH2:9])[CH:3]=1.[C:10](N1C=CN=C1)(N1C=CN=C1)=[O:11], predict the reaction product. The product is: [Cl:1][C:2]1[CH:7]=[CH:6][C:5]2[NH:8][C:10](=[O:11])[NH:9][C:4]=2[CH:3]=1. (2) Given the reactants [NH2:1][C:2]1[O:3][CH2:4][C:5]2([N:21]=1)[C@@H:18]1[C@H:13]([CH2:14][CH2:15][CH:16]([OH:19])[CH2:17]1)[O:12][C:11]1[C:6]2=[CH:7][C:8](Br)=[CH:9][CH:10]=1.[CH3:22][C:23]1([CH3:39])[C:27]([CH3:29])([CH3:28])[O:26][B:25]([B:25]2[O:26][C:27]([CH3:29])([CH3:28])[C:23]([CH3:39])([CH3:22])[O:24]2)[O:24]1.CC([O-])=O.[K+], predict the reaction product. The product is: [NH2:1][C:2]1[O:3][CH2:4][C:5]2([N:21]=1)[C@@H:18]1[C@H:13]([CH2:14][CH2:15][CH:16]([OH:19])[CH2:17]1)[O:12][C:11]1[C:6]2=[CH:7][C:8]([B:25]2[O:26][C:27]([CH3:29])([CH3:28])[C:23]([CH3:39])([CH3:22])[O:24]2)=[CH:9][CH:10]=1.